Dataset: Reaction yield outcomes from USPTO patents with 853,638 reactions. Task: Predict the reaction yield, written as a fraction of the theoretical maximum amount of product (1.0 means a 100% yield; for example, 0.34 means a 34% yield). (1) The reactants are [Cl:1][C:2]1[CH:7]=[C:6]([F:8])[CH:5]=[CH:4][C:3]=1[O:9][CH3:10].[Li]CCCC.[C:16](=[O:18])=[O:17]. The catalyst is C1COCC1. The product is [Cl:1][C:2]1[C:3]([O:9][CH3:10])=[CH:4][CH:5]=[C:6]([F:8])[C:7]=1[C:16]([OH:18])=[O:17]. The yield is 0.950. (2) The reactants are C1(S([N:10]2[C:14]3=[N:15][CH:16]=[C:17]([S:19][C:20]4[CH:25]=[CH:24][CH:23]=[CH:22][CH:21]=4)[CH:18]=[C:13]3[C:12]([C:26]3[CH:27]=[N:28][NH:29][CH:30]=3)=[CH:11]2)(=O)=O)C=CC=CC=1.[OH-].[Na+]. The catalyst is CCO. The product is [C:20]1([S:19][C:17]2[CH:18]=[C:13]3[C:12]([C:26]4[CH:30]=[N:29][NH:28][CH:27]=4)=[CH:11][NH:10][C:14]3=[N:15][CH:16]=2)[CH:21]=[CH:22][CH:23]=[CH:24][CH:25]=1. The yield is 0.590. (3) The reactants are [CH2:1]([O:8][C:9]1[CH:10]=[CH:11][C:12]2[O:16][C:15]([CH2:17]O)=[CH:14][C:13]=2[CH:19]=1)[C:2]1[CH:7]=[CH:6][CH:5]=[CH:4][CH:3]=1.[C:20]1(=[O:30])[NH:24][C:23](=[O:25])[C:22]2=[CH:26][CH:27]=[CH:28][CH:29]=[C:21]12.C1(P(C2C=CC=CC=2)C2C=CC=CC=2)C=CC=CC=1.CCOC(/N=N/C(OCC)=O)=O. The catalyst is O.O1CCCC1. The product is [CH2:1]([O:8][C:9]1[CH:10]=[CH:11][C:12]2[O:16][C:15]([CH2:17][N:24]3[C:20](=[O:30])[C:21]4[C:22](=[CH:26][CH:27]=[CH:28][CH:29]=4)[C:23]3=[O:25])=[CH:14][C:13]=2[CH:19]=1)[C:2]1[CH:3]=[CH:4][CH:5]=[CH:6][CH:7]=1. The yield is 0.750. (4) The reactants are Br[C:2]1[CH:7]=[CH:6][C:5]([C:8](=[C:16]2[CH2:21][CH2:20][CH2:19][CH2:18][CH2:17]2)[C:9]2[CH:14]=[CH:13][C:12]([OH:15])=[CH:11][CH:10]=2)=[C:4]([F:22])[CH:3]=1.[C:23]([O:27][C:28]([CH3:31])([CH3:30])[CH3:29])(=[O:26])[CH:24]=[CH2:25].CC1C=CC=CC=1P(C1C=CC=CC=1C)C1C=CC=CC=1C.CCN(CC)CC. The catalyst is CC([O-])=O.CC([O-])=O.[Pd+2].O. The product is [C:16]1(=[C:8]([C:9]2[CH:14]=[CH:13][C:12]([OH:15])=[CH:11][CH:10]=2)[C:5]2[CH:6]=[CH:7][C:2](/[CH:25]=[CH:24]/[C:23]([O:27][C:28]([CH3:31])([CH3:30])[CH3:29])=[O:26])=[CH:3][C:4]=2[F:22])[CH2:21][CH2:20][CH2:19][CH2:18][CH2:17]1. The yield is 0.620. (5) The reactants are [C:1]([O:5][C:6]([NH:8][C@H:9]1[CH2:23][CH2:22][N:21]([S:24]([C:27]2[CH:32]=[CH:31][CH:30]=[CH:29][C:28]=2[N+:33]([O-:35])=[O:34])(=[O:26])=[O:25])[CH2:20][CH2:19][CH:18]=[CH:17][C@@H:16]2[CH2:36][C@@:15]2([C:37](O)=[O:38])[NH:14][C:13](=[O:40])[C@@H:12]2[CH2:41][C@@H:42]([O:44][C:45]([N:47]3[CH2:55][C:54]4[C:49](=[CH:50][CH:51]=[CH:52][C:53]=4[F:56])[CH2:48]3)=[O:46])[CH2:43][N:11]2[C:10]1=[O:57])=[O:7])([CH3:4])([CH3:3])[CH3:2].N1(C(N2C=CN=C2)=O)C=CN=C1.[CH:70]1([S:73]([NH2:76])(=[O:75])=[O:74])[CH2:72][CH2:71]1.C1CCN2C(=NCCC2)CC1.S([O-])(O)(=O)=O.[K+]. The catalyst is C1(C)C=CC=CC=1.O. The product is [F:56][C:53]1[CH:52]=[CH:51][CH:50]=[C:49]2[C:54]=1[CH2:55][N:47]([C:45]([O:44][C@H:42]1[CH2:43][N:11]3[C@H:12]([C:13](=[O:40])[NH:14][C@:15]4([C:37](=[O:38])[NH:76][S:73]([CH:70]5[CH2:72][CH2:71]5)(=[O:75])=[O:74])[CH2:36][C@H:16]4[CH:17]=[CH:18][CH2:19][CH2:20][N:21]([S:24]([C:27]4[CH:32]=[CH:31][CH:30]=[CH:29][C:28]=4[N+:33]([O-:35])=[O:34])(=[O:26])=[O:25])[CH2:22][CH2:23][C@H:9]([NH:8][C:6]([O:5][C:1]([CH3:4])([CH3:3])[CH3:2])=[O:7])[C:10]3=[O:57])[CH2:41]1)=[O:46])[CH2:48]2. The yield is 0.510. (6) The reactants are [C:1]12([NH2:11])[CH2:10][CH:5]3[CH2:6][CH:7]([CH2:9][CH:3]([CH2:4]3)[CH2:2]1)[CH2:8]2.[Cl:12][C:13]1[S:14][C:15]([CH2:18]Cl)=[CH:16][N:17]=1. No catalyst specified. The product is [Cl:12][C:13]1[S:14][C:15]([CH2:18][NH:11][C:1]23[CH2:8][CH:7]4[CH2:6][CH:5]([CH2:4][CH:3]([CH2:9]4)[CH2:2]2)[CH2:10]3)=[CH:16][N:17]=1. The yield is 0.750.